This data is from Reaction yield outcomes from USPTO patents with 853,638 reactions. The task is: Predict the reaction yield, written as a fraction of the theoretical maximum amount of product (1.0 means a 100% yield; for example, 0.34 means a 34% yield). The reactants are C[O:2][C:3](=[O:29])[CH:4]([N:14]1[CH2:18][C:17]([O:19][C:20]2[C:25]([F:26])=[CH:24][CH:23]=[CH:22][C:21]=2[F:27])=[CH:16][C:15]1=[O:28])[CH2:5][C:6]1[C:11]([Cl:12])=[CH:10][CH:9]=[CH:8][C:7]=1[Cl:13].O1CCCC1.O.[OH-].[Li+]. The catalyst is O. The product is [Cl:13][C:7]1[CH:8]=[CH:9][CH:10]=[C:11]([Cl:12])[C:6]=1[CH2:5][CH:4]([N:14]1[CH2:18][C:17]([O:19][C:20]2[C:21]([F:27])=[CH:22][CH:23]=[CH:24][C:25]=2[F:26])=[CH:16][C:15]1=[O:28])[C:3]([OH:29])=[O:2]. The yield is 0.740.